From a dataset of Full USPTO retrosynthesis dataset with 1.9M reactions from patents (1976-2016). Predict the reactants needed to synthesize the given product. (1) Given the product [N:32]([C:3]1([C:2]([F:1])([F:9])[F:10])[CH2:4][CH2:5]1)=[C:24]=[O:23], predict the reactants needed to synthesize it. The reactants are: [F:1][C:2]([F:10])([F:9])[C:3]1(C(O)=O)[CH2:5][CH2:4]1.C1C=CC(OP([O:23][C:24]2C=CC=CC=2)(N=[N+]=[N-])=O)=CC=1.C([N:32](CC)CC)C. (2) Given the product [CH3:14][C:12]1[CH:11]=[N:10][C:9]2[NH:15][C:16]3[C:21]([C:8]=2[CH:13]=1)=[CH:20][C:19]([C:22](=[O:24])[CH3:23])=[CH:18][CH:17]=3, predict the reactants needed to synthesize it. The reactants are: CN(C)C(=O)C.Br[C:8]1[C:9]([NH:15][C:16]2[CH:21]=[CH:20][C:19]([C:22](=[O:24])[CH3:23])=[CH:18][CH:17]=2)=[N:10][CH:11]=[C:12]([CH3:14])[CH:13]=1.C1CCN2C(=NCCC2)CC1. (3) Given the product [N:18]1[CH:17]=[CH:16][C:15]([C:11]2[N:10]([C:7]3[CH:8]=[CH:9][C:4]([NH2:1])=[CH:5][CH:6]=3)[CH:14]=[CH:13][N:12]=2)=[CH:20][CH:19]=1, predict the reactants needed to synthesize it. The reactants are: [N+:1]([C:4]1[CH:9]=[CH:8][C:7]([N:10]2[CH:14]=[CH:13][N:12]=[C:11]2[C:15]2[CH:20]=[CH:19][N:18]=[CH:17][CH:16]=2)=[CH:6][CH:5]=1)([O-])=O.C([O-])([O-])=O.[Na+].[Na+]. (4) Given the product [Cl:21][C:8]1[CH:9]=[C:10]([NH:13][S:14]([C:17]([F:20])([F:19])[F:18])(=[O:16])=[O:15])[CH:11]=[CH:12][C:7]=1[C:5]1[N:6]=[C:2]([C:26]2[CH:25]=[CH:24][C:23]([F:22])=[CH:28][C:27]=2[CH2:29][N:30]2[CH2:31][CH2:32][CH2:33][CH2:34]2)[S:3][CH:4]=1, predict the reactants needed to synthesize it. The reactants are: Br[C:2]1[S:3][CH:4]=[C:5]([C:7]2[CH:12]=[CH:11][C:10]([NH:13][S:14]([C:17]([F:20])([F:19])[F:18])(=[O:16])=[O:15])=[CH:9][C:8]=2[Cl:21])[N:6]=1.[F:22][C:23]1[CH:24]=[CH:25][C:26](B2OC(C)(C)C(C)(C)O2)=[C:27]([CH2:29][N:30]2[CH2:34][CH2:33][CH2:32][CH2:31]2)[CH:28]=1.C(=O)([O-])[O-].[Na+].[Na+].CN(C)C=O.